This data is from Full USPTO retrosynthesis dataset with 1.9M reactions from patents (1976-2016). The task is: Predict the reactants needed to synthesize the given product. (1) Given the product [ClH:41].[NH:1]1[CH:5]=[C:4]([C:6]2[CH:11]=[C:10]([O:12][C:13]3[C:18]([F:19])=[CH:17][C:16]([NH:20][C:21]([C:23]4[C:24](=[O:39])[N:25]([C:32]5[CH:37]=[CH:36][C:35]([F:38])=[CH:34][CH:33]=5)[CH:26]=[CH:27][C:28]=4[O:29][CH2:30][CH3:31])=[O:22])=[C:15]([F:40])[CH:14]=3)[CH:9]=[CH:8][N:7]=2)[CH:3]=[N:2]1, predict the reactants needed to synthesize it. The reactants are: [NH:1]1[CH:5]=[C:4]([C:6]2[CH:11]=[C:10]([O:12][C:13]3[C:18]([F:19])=[CH:17][C:16]([NH:20][C:21]([C:23]4[C:24](=[O:39])[N:25]([C:32]5[CH:37]=[CH:36][C:35]([F:38])=[CH:34][CH:33]=5)[CH:26]=[CH:27][C:28]=4[O:29][CH2:30][CH3:31])=[O:22])=[C:15]([F:40])[CH:14]=3)[CH:9]=[CH:8][N:7]=2)[CH:3]=[N:2]1.[ClH:41].CCOCC. (2) Given the product [CH:16]([C:2]1[CH:3]=[CH:4][C:5]2[N:6]([C:8]([C:11]([NH:13][CH2:14][CH3:15])=[O:12])=[CH:9][N:10]=2)[CH:7]=1)=[CH2:17], predict the reactants needed to synthesize it. The reactants are: Br[C:2]1[CH:3]=[CH:4][C:5]2[N:6]([C:8]([C:11]([NH:13][CH2:14][CH3:15])=[O:12])=[CH:9][N:10]=2)[CH:7]=1.[CH:16]([B-](F)(F)F)=[CH2:17].[K+].C(N(CC)CC)C. (3) The reactants are: [CH2:1]([O:8][N:9]1[C:15](=[O:16])[N:14]2[CH2:17][C@H:10]1[CH2:11][CH2:12][C@H:13]2[C:18]([OH:20])=[O:19])[C:2]1[CH:7]=[CH:6][CH:5]=[CH:4][CH:3]=1.ClC(OCC(C)C)=O.C(N(CC)CC)C.O[N:37]1[C:45](=[O:46])[C@H:44]2[C@H:39]([CH2:40][CH2:41][CH2:42][CH2:43]2)[C:38]1=[O:47]. Given the product [CH2:1]([O:8][N:9]1[C:15](=[O:16])[N:14]2[CH2:17][C@H:10]1[CH2:11][CH2:12][C@H:13]2[C:18]([O:20][N:37]1[C:45](=[O:46])[C@H:44]2[C@H:39]([CH2:40][CH2:41][CH2:42][CH2:43]2)[C:38]1=[O:47])=[O:19])[C:2]1[CH:7]=[CH:6][CH:5]=[CH:4][CH:3]=1, predict the reactants needed to synthesize it. (4) Given the product [CH3:1][S:2]([CH2:5][CH2:6][C:7]1[N:8]=[CH:9][C:10]([NH2:13])=[CH:11][CH:12]=1)(=[O:4])=[O:3], predict the reactants needed to synthesize it. The reactants are: [CH3:1][S:2]([CH2:5][CH2:6][C:7]1[CH:12]=[CH:11][C:10]([N+:13]([O-])=O)=[CH:9][N:8]=1)(=[O:4])=[O:3]. (5) Given the product [CH:1]1([S:4]([C:7]2[CH:8]=[CH:9][C:10]([CH:13]([C:21]3[NH:25][C:24]([C:26]4[S:27][C:38]([CH2:39][C:40]([OH:36])=[O:34])=[CH:37][N:30]=4)=[CH:23][CH:22]=3)[CH2:14][CH:15]3[CH2:16][CH2:17][O:43][CH2:41][CH2:42]3)=[CH:11][CH:12]=2)(=[O:5])=[O:6])[CH2:3][CH2:2]1, predict the reactants needed to synthesize it. The reactants are: [CH:1]1([S:4]([C:7]2[CH:12]=[CH:11][C:10]([CH:13]([C:21]3[NH:25][C:24]([C:26]4[S:27]C(CC#N)=C[N:30]=4)=[CH:23][CH:22]=3)[CH2:14][CH:15]3CCO[CH2:17][CH2:16]3)=[CH:9][CH:8]=2)(=[O:6])=[O:5])[CH2:3][CH2:2]1.[OH-:34].[Na+].[O:36]1[CH2:40][CH2:39][CH2:38][CH2:37]1.[CH2:41]([OH:43])[CH3:42]. (6) Given the product [F:1][C:2]1[CH:3]=[C:4]([C@H:8]2[N:13]=[C:12]([S:14][CH3:19])[CH2:11][O:10][CH2:9]2)[CH:5]=[CH:6][CH:7]=1.[O-:18][S:16]([C:19]([F:22])([F:21])[F:20])(=[O:17])=[O:15], predict the reactants needed to synthesize it. The reactants are: [F:1][C:2]1[CH:3]=[C:4]([C@H:8]2[NH:13][C:12](=[S:14])[CH2:11][O:10][CH2:9]2)[CH:5]=[CH:6][CH:7]=1.[O:15](C)[S:16]([C:19]([F:22])([F:21])[F:20])(=[O:18])=[O:17]. (7) The reactants are: CC1N=C([N:8]2[C@@H:15]3[C@@H:10]([CH2:11][CH2:12][NH:13][CH2:14]3)[CH2:9]2)C=CC=1.Cl[C:17]1[N:22]=[C:21]([CH3:23])[C:20]([CH3:24])=[C:19]([CH3:25])[N:18]=1.[C@@H]12NC[C@@H]1CCN(C(OC(C)(C)C)=O)C2. Given the product [CH3:25][C:19]1[C:20]([CH3:24])=[C:21]([CH3:23])[N:22]=[C:17]([N:8]2[C@@H:15]3[C@@H:10]([CH2:11][CH2:12][NH:13][CH2:14]3)[CH2:9]2)[N:18]=1, predict the reactants needed to synthesize it.